This data is from Forward reaction prediction with 1.9M reactions from USPTO patents (1976-2016). The task is: Predict the product of the given reaction. (1) Given the reactants [CH3:1][O:2][C:3]1[CH:4]=[CH:5][C:6]2[N:11]=[CH:10][C:9](=[O:12])[NH:8][C:7]=2[N:13]=1.I[CH2:15][CH2:16][C@@H:17]1[CH2:21][O:20][C:19]([CH3:23])([CH3:22])[O:18]1.C(=O)([O-])[O-].[Cs+].[Cs+].O, predict the reaction product. The product is: [CH3:22][C:19]1([CH3:23])[O:18][C@H:17]([CH2:16][CH2:15][N:8]2[C:9](=[O:12])[CH:10]=[N:11][C:6]3[CH:5]=[CH:4][C:3]([O:2][CH3:1])=[N:13][C:7]2=3)[CH2:21][O:20]1. (2) Given the reactants [NH2:1][CH2:2][C@H:3]1[N:8]([C:9]([C:11]2[N:12]=[C:13]([CH3:23])[S:14][C:15]=2[C:16]2[CH:21]=[CH:20][CH:19]=[C:18]([Cl:22])[CH:17]=2)=[O:10])[CH2:7][C@H:6]2[C@@H:4]1[CH2:5]2.[CH3:24][C:25]1[N:26]=[C:27]2[C:32]([CH3:33])=[CH:31][CH:30]=[CH:29][N:28]2[C:34]=1[C:35](O)=[O:36], predict the reaction product. The product is: [Cl:22][C:18]1[CH:17]=[C:16]([C:15]2[S:14][C:13]([CH3:23])=[N:12][C:11]=2[C:9]([N:8]2[CH2:7][C@H:6]3[C@H:4]([CH2:5]3)[C@H:3]2[CH2:2][NH:1][C:35]([C:34]2[N:28]3[CH:29]=[CH:30][CH:31]=[C:32]([CH3:33])[C:27]3=[N:26][C:25]=2[CH3:24])=[O:36])=[O:10])[CH:21]=[CH:20][CH:19]=1.